This data is from Forward reaction prediction with 1.9M reactions from USPTO patents (1976-2016). The task is: Predict the product of the given reaction. (1) Given the reactants [C:1]([C:3]1[N:7]2[N:8]=[C:9]([C:12]3[CH:17]=[CH:16][C:15]([C:18]([N:20]4[CH2:25][CH2:24][O:23][CH2:22][CH2:21]4)=[O:19])=[CH:14][CH:13]=3)[CH:10]=[CH:11][C:6]2=[N:5][CH:4]=1)#[CH:2].[Cl:26][C:27]1[CH:32]=[C:31](I)[CH:30]=[CH:29][N:28]=1, predict the reaction product. The product is: [Cl:26][C:27]1[CH:32]=[C:31]([C:2]#[C:1][C:3]2[N:7]3[N:8]=[C:9]([C:12]4[CH:13]=[CH:14][C:15]([C:18]([N:20]5[CH2:21][CH2:22][O:23][CH2:24][CH2:25]5)=[O:19])=[CH:16][CH:17]=4)[CH:10]=[CH:11][C:6]3=[N:5][CH:4]=2)[CH:30]=[CH:29][N:28]=1. (2) Given the reactants [Cl:1][C:2]1[CH:10]=[CH:9][CH:8]=[C:7]([CH3:11])[C:3]=1[C:4]([NH2:6])=[O:5].C(Cl)(=O)[C:13](Cl)=[O:14], predict the reaction product. The product is: [Cl:1][C:2]1[CH:10]=[CH:9][CH:8]=[C:7]([CH3:11])[C:3]=1[C:4]([N:6]=[C:13]=[O:14])=[O:5]. (3) Given the reactants C(OC([NH:8][CH2:9][C:10]([O:12][C:13]1[CH:18]=[CH:17][C:16]([C:19]2[C:20]([CH2:32][O:33][C:34]3[CH:39]=[C:38]([F:40])[CH:37]=[CH:36][C:35]=3[CH3:41])=[C:21]3[C:26](=[CH:27][CH:28]=2)[NH:25][C:24]([CH3:30])([CH3:29])[CH:23]=[C:22]3[CH3:31])=[C:15]([O:42][CH3:43])[CH:14]=1)=[O:11])=O)(C)(C)C.[ClH:44].O1CCOCC1, predict the reaction product. The product is: [ClH:44].[NH2:8][CH2:9][C:10]([O:12][C:13]1[CH:18]=[CH:17][C:16]([C:19]2[C:20]([CH2:32][O:33][C:34]3[CH:39]=[C:38]([F:40])[CH:37]=[CH:36][C:35]=3[CH3:41])=[C:21]3[C:26](=[CH:27][CH:28]=2)[NH:25][C:24]([CH3:30])([CH3:29])[CH:23]=[C:22]3[CH3:31])=[C:15]([O:42][CH3:43])[CH:14]=1)=[O:11]. (4) Given the reactants [F:1][C:2]1[CH:7]=[C:6]([OH:8])[CH:5]=[CH:4][C:3]=1[C:9]1[CH:10]=[C:11]([C:25](O)=[O:26])[C:12]2[C:17]([CH3:18])=[N:16][N:15]([CH:19]3[CH2:24][CH2:23][CH2:22][CH2:21][O:20]3)[C:13]=2[N:14]=1.F[B-](F)(F)F.BrC1C=CC=C[N+]=1CC.[C:42]([N:49]1[CH2:54][CH2:53][NH:52][C:51]([CH3:56])([CH3:55])[CH2:50]1)([O:44][C:45]([CH3:48])([CH3:47])[CH3:46])=[O:43], predict the reaction product. The product is: [C:45]([O:44][C:42]([N:49]1[CH2:54][CH2:53][N:52]([C:25]([C:11]2[C:12]3[C:17]([CH3:18])=[N:16][N:15]([CH:19]4[CH2:24][CH2:23][CH2:22][CH2:21][O:20]4)[C:13]=3[N:14]=[C:9]([C:3]3[CH:4]=[CH:5][C:6]([OH:8])=[CH:7][C:2]=3[F:1])[CH:10]=2)=[O:26])[C:51]([CH3:56])([CH3:55])[CH2:50]1)=[O:43])([CH3:48])([CH3:46])[CH3:47]. (5) Given the reactants [Cl:1][C:2]1[CH:11]=[C:10]2[C:5]([C:6]([OH:12])=[CH:7][CH:8]=[N:9]2)=[CH:4][CH:3]=1.[N+:13]([O-])([OH:15])=[O:14], predict the reaction product. The product is: [Cl:1][C:2]1[CH:11]=[C:10]2[C:5]([C:6]([OH:12])=[C:7]([N+:13]([O-:15])=[O:14])[CH:8]=[N:9]2)=[CH:4][CH:3]=1.